Predict the reaction yield, written as a fraction of the theoretical maximum amount of product (1.0 means a 100% yield; for example, 0.34 means a 34% yield). From a dataset of Reaction yield outcomes from USPTO patents with 853,638 reactions. (1) The reactants are Br[C:2]1[O:10][C:5]2=[CH:6][N:7]=[CH:8][CH:9]=[C:4]2[C:3]=1[O:11][Si:12]([C:25]([CH3:28])([CH3:27])[CH3:26])([C:19]1[CH:24]=[CH:23][CH:22]=[CH:21][CH:20]=1)[C:13]1[CH:18]=[CH:17][CH:16]=[CH:15][CH:14]=1.C([Mg]Cl)(C)C.[Br:34][C:35]1[CH:36]=[N:37][C:38](I)=[N:39][CH:40]=1. The catalyst is C1COCC1.[Cl-].[Cl-].[Zn+2].C1C=CC([P]([Pd]([P](C2C=CC=CC=2)(C2C=CC=CC=2)C2C=CC=CC=2)([P](C2C=CC=CC=2)(C2C=CC=CC=2)C2C=CC=CC=2)[P](C2C=CC=CC=2)(C2C=CC=CC=2)C2C=CC=CC=2)(C2C=CC=CC=2)C2C=CC=CC=2)=CC=1. The product is [Br:34][C:35]1[CH:36]=[N:37][C:38]([C:2]2[O:10][C:5]3=[CH:6][N:7]=[CH:8][CH:9]=[C:4]3[C:3]=2[O:11][Si:12]([C:25]([CH3:28])([CH3:27])[CH3:26])([C:19]2[CH:24]=[CH:23][CH:22]=[CH:21][CH:20]=2)[C:13]2[CH:14]=[CH:15][CH:16]=[CH:17][CH:18]=2)=[N:39][CH:40]=1. The yield is 0.790. (2) The reactants are [F:1][C:2]1[CH:22]=[CH:21][CH:20]=[CH:19][C:3]=1[CH2:4][O:5][C:6]1[CH:18]=[CH:17][C:9]([CH2:10][NH:11][C@H:12]([CH3:16])[C:13]([NH2:15])=[O:14])=[CH:8][CH:7]=1.[CH3:23][S:24]([OH:27])(=[O:26])=[O:25]. The catalyst is C(OCC)(=O)C. The product is [CH3:23][S:24]([OH:27])(=[O:26])=[O:25].[F:1][C:2]1[CH:22]=[CH:21][CH:20]=[CH:19][C:3]=1[CH2:4][O:5][C:6]1[CH:7]=[CH:8][C:9]([CH2:10][NH:11][C@H:12]([CH3:16])[C:13]([NH2:15])=[O:14])=[CH:17][CH:18]=1. The yield is 0.988.